Dataset: Catalyst prediction with 721,799 reactions and 888 catalyst types from USPTO. Task: Predict which catalyst facilitates the given reaction. (1) Reactant: I[C:2]1[CH:7]=[CH:6][C:5]([C:8]2[N:9]([C:19]3[CH:20]=[N:21][CH:22]=[CH:23][CH:24]=3)[CH:10]=[C:11]([C:13]3[CH:18]=[CH:17][CH:16]=[CH:15][N:14]=3)[N:12]=2)=[CH:4][CH:3]=1.[CH3:25][C:26]1[N:27]=[CH:28][NH:29][CH:30]=1.C([O-])([O-])=O.[Cs+].[Cs+].CN(C)[C@@H]1CCCC[C@H]1N. Product: [CH3:25][C:26]1[N:27]=[CH:28][N:29]([C:2]2[CH:7]=[CH:6][C:5]([C:8]3[N:9]([C:19]4[CH:20]=[N:21][CH:22]=[CH:23][CH:24]=4)[CH:10]=[C:11]([C:13]4[CH:18]=[CH:17][CH:16]=[CH:15][N:14]=4)[N:12]=3)=[CH:4][CH:3]=2)[CH:30]=1. The catalyst class is: 3. (2) Reactant: [NH2:1][C:2]1[C:3]([O:8][CH3:9])=[N:4][CH:5]=[CH:6][CH:7]=1.C([O-])([O-])=O.[Cs+].[Cs+].[CH2:16]([O:23][C:24](Cl)=[O:25])[C:17]1[CH:22]=[CH:21][CH:20]=[CH:19][CH:18]=1. Product: [CH2:16]([O:23][C:24](=[O:25])[NH:1][C:2]1[C:3]([O:8][CH3:9])=[N:4][CH:5]=[CH:6][CH:7]=1)[C:17]1[CH:22]=[CH:21][CH:20]=[CH:19][CH:18]=1. The catalyst class is: 731. (3) Reactant: [C:1](/[CH:4]=[CH:5]/[C:6]1[CH:11]=[C:10]([O:12][CH3:13])[CH:9]=[CH:8][C:7]=1[CH:14]1[C:22]2[C:17](=[CH:18][CH:19]=[C:20]([O:23][CH2:24][CH2:25][CH3:26])[CH:21]=2)[CH:16]([C:27]2[CH:32]=[CH:31][C:30]3[O:33][CH2:34][O:35][C:29]=3[CH:28]=2)[CH:15]1[C:36]([OH:38])=[O:37])([OH:3])=[O:2]. Product: [C:1]([CH2:4][CH2:5][C:6]1[CH:11]=[C:10]([O:12][CH3:13])[CH:9]=[CH:8][C:7]=1[CH:14]1[C:22]2[C:17](=[CH:18][CH:19]=[C:20]([O:23][CH2:24][CH2:25][CH3:26])[CH:21]=2)[CH:16]([C:27]2[CH:32]=[CH:31][C:30]3[O:33][CH2:34][O:35][C:29]=3[CH:28]=2)[CH:15]1[C:36]([OH:38])=[O:37])([OH:3])=[O:2]. The catalyst class is: 29. (4) Reactant: [N:1]1[CH:6]=[CH:5][CH:4]=[C:3]([CH2:7][CH2:8][NH2:9])[CH:2]=1.[C:10]([O:14][C:15]([N:17]1[CH2:22][CH2:21][CH:20]([S:23]([CH2:26][C:27]2[N:28]=[C:29]([C:33]3[CH:41]=[CH:40][C:36]([C:37](O)=[O:38])=[CH:35][CH:34]=3)[O:30][C:31]=2[CH3:32])(=[O:25])=[O:24])[CH2:19][CH2:18]1)=[O:16])([CH3:13])([CH3:12])[CH3:11].C1C=CC2N(O)N=NC=2C=1.CCN=C=NCCCN(C)C.C(N(CC)CC)C. Product: [N:1]1[CH:6]=[CH:5][CH:4]=[C:3]([CH2:7][CH2:8][NH:9][C:37]([C:36]2[CH:35]=[CH:34][C:33]([C:29]3[O:30][C:31]([CH3:32])=[C:27]([CH2:26][S:23]([CH:20]4[CH2:21][CH2:22][N:17]([C:15]([O:14][C:10]([CH3:12])([CH3:11])[CH3:13])=[O:16])[CH2:18][CH2:19]4)(=[O:24])=[O:25])[N:28]=3)=[CH:41][CH:40]=2)=[O:38])[CH:2]=1. The catalyst class is: 9. (5) Reactant: [BH4-].[Na+].[C:3]1([C:9]2[CH:10]=[C:11]([CH:14]=[CH:15][CH:16]=2)[CH:12]=[O:13])[CH:8]=[CH:7][CH:6]=[CH:5][CH:4]=1. Product: [C:3]1([C:9]2[CH:10]=[C:11]([CH2:12][OH:13])[CH:14]=[CH:15][CH:16]=2)[CH:4]=[CH:5][CH:6]=[CH:7][CH:8]=1. The catalyst class is: 5. (6) Reactant: [F:1][C:2]1[C:3]([N:9]2[CH:13]=[C:12]([C:14]([O:16]C)=[O:15])[N:11]=[CH:10]2)=[N:4][CH:5]=[CH:6][C:7]=1[CH3:8].N1C=C(C(OC)=O)N=C1.BrC1C(F)=C(C)C=CN=1.C(=O)([O-])[O-].[K+].[K+]. Product: [F:1][C:2]1[C:3]([N:9]2[CH:13]=[C:12]([C:14]([OH:16])=[O:15])[N:11]=[CH:10]2)=[N:4][CH:5]=[CH:6][C:7]=1[CH3:8]. The catalyst class is: 156. (7) Reactant: [C:1]12([C:11]([NH2:13])=O)[CH2:10][CH:5]3[CH2:6][CH:7]([CH2:9][CH:3]([CH2:4]3)[CH2:2]1)[CH2:8]2.S(C)C.CO. Product: [C:1]12([CH2:11][NH2:13])[CH2:8][CH:7]3[CH2:6][CH:5]([CH2:4][CH:3]([CH2:9]3)[CH2:2]1)[CH2:10]2. The catalyst class is: 1. (8) Reactant: [CH3:1][O:2][C:3]([C:5]1[O:6][C:7]([C:10]2[CH:15]=[CH:14][CH:13]=[C:12]([N+:16]([O-])=O)[C:11]=2[O:19][CH3:20])=[CH:8][CH:9]=1)=[O:4]. Product: [CH3:1][O:2][C:3]([C:5]1[O:6][C:7]([C:10]2[CH:15]=[CH:14][CH:13]=[C:12]([NH2:16])[C:11]=2[O:19][CH3:20])=[CH:8][CH:9]=1)=[O:4]. The catalyst class is: 19.